Dataset: Full USPTO retrosynthesis dataset with 1.9M reactions from patents (1976-2016). Task: Predict the reactants needed to synthesize the given product. (1) Given the product [OH:1][C:2]1[CH:9]=[CH:8][C:5]([CH:6]([C:17]2[CH:16]=[CH:15][C:14]([OH:19])=[C:13]([CH2:10][CH:11]=[CH2:12])[CH:18]=2)[C:10]2[CH:13]=[CH:14][C:25]([OH:28])=[CH:12][CH:11]=2)=[CH:4][C:3]=1[CH2:17][CH:16]=[CH2:15], predict the reactants needed to synthesize it. The reactants are: [OH:1][C:2]1[CH:9]=[CH:8][C:5]([CH:6]=O)=[CH:4][CH:3]=1.[CH2:10]([C:13]1[CH:18]=[CH:17][CH:16]=[CH:15][C:14]=1[OH:19])[CH:11]=[CH2:12].CS(O)(=O)=O.[C:25](=[O:28])([O-])O.[Na+]. (2) Given the product [Cl:36][C:30]1[C:31]([Cl:35])=[CH:32][CH:33]=[CH:34][C:29]=1[CH2:28][N:17]([S:18]([C:21]1[CH:22]=[CH:23][C:24]([F:27])=[CH:25][CH:26]=1)(=[O:19])=[O:20])[C:15]1[CH:14]=[CH:13][C:12]2[N:8]([CH2:7][C:6]([OH:40])=[O:5])[C:9]([CH2:37][CH2:38][CH3:39])=[N:10][C:11]=2[CH:16]=1, predict the reactants needed to synthesize it. The reactants are: C([O:5][C:6](=[O:40])[CH2:7][N:8]1[C:12]2[CH:13]=[CH:14][C:15]([N:17]([CH2:28][C:29]3[CH:34]=[CH:33][CH:32]=[C:31]([Cl:35])[C:30]=3[Cl:36])[S:18]([C:21]3[CH:26]=[CH:25][C:24]([F:27])=[CH:23][CH:22]=3)(=[O:20])=[O:19])=[CH:16][C:11]=2[N:10]=[C:9]1[CH2:37][CH2:38][CH3:39])(C)(C)C.C(O)(C(F)(F)F)=O.